Dataset: Catalyst prediction with 721,799 reactions and 888 catalyst types from USPTO. Task: Predict which catalyst facilitates the given reaction. (1) Reactant: [Cl:1][C:2]1[N:3]=[C:4]([NH:15][C:16]2[CH:21]=[CH:20][C:19]([N:22]3[CH2:27][CH2:26][CH:25]([N:28]4[CH2:33][CH2:32][N:31]([CH3:34])[CH2:30][CH2:29]4)[CH2:24][CH2:23]3)=[CH:18][CH:17]=2)[C:5]([C:12]([NH2:14])=[O:13])=[N:6][C:7]=1[C:8](O)([CH3:10])[CH3:9].C([SiH](CC)CC)C. Product: [Cl:1][C:2]1[N:3]=[C:4]([NH:15][C:16]2[CH:17]=[CH:18][C:19]([N:22]3[CH2:23][CH2:24][CH:25]([N:28]4[CH2:33][CH2:32][N:31]([CH3:34])[CH2:30][CH2:29]4)[CH2:26][CH2:27]3)=[CH:20][CH:21]=2)[C:5]([C:12]([NH2:14])=[O:13])=[N:6][C:7]=1[CH:8]([CH3:10])[CH3:9]. The catalyst class is: 55. (2) Reactant: [Br:1][C:2]1[CH:3]=[C:4]2[C:10]([NH:11]C(=O)C)=[C:9]([C:15]3[CH:20]=[CH:19][CH:18]=[CH:17][CH:16]=3)[NH:8][C:5]2=[N:6][CH:7]=1. Product: [Br:1][C:2]1[CH:3]=[C:4]2[C:10]([NH2:11])=[C:9]([C:15]3[CH:20]=[CH:19][CH:18]=[CH:17][CH:16]=3)[NH:8][C:5]2=[N:6][CH:7]=1. The catalyst class is: 33. (3) Reactant: [CH2:1]([N:8]1[CH:17]=[C:16]([CH2:18][C:19]2[C:27]3[C:22](=[CH:23][CH:24]=[CH:25][CH:26]=3)[N:21]([CH2:28][C:29]([O:31]C)=[O:30])[C:20]=2[CH3:33])[C:15]2[C:10](=[CH:11][CH:12]=[CH:13][CH:14]=2)[C:9]1=[O:34])[C:2]1[CH:7]=[CH:6][CH:5]=[CH:4][CH:3]=1.C1COCC1.[OH-].[Li+].Cl. Product: [CH2:1]([N:8]1[CH:17]=[C:16]([CH2:18][C:19]2[C:27]3[C:22](=[CH:23][CH:24]=[CH:25][CH:26]=3)[N:21]([CH2:28][C:29]([OH:31])=[O:30])[C:20]=2[CH3:33])[C:15]2[C:10](=[CH:11][CH:12]=[CH:13][CH:14]=2)[C:9]1=[O:34])[C:2]1[CH:7]=[CH:6][CH:5]=[CH:4][CH:3]=1. The catalyst class is: 72. (4) Reactant: I[C:2]1[C:10]2[C:5](=[N:6][CH:7]=[N:8][C:9]=2[NH2:11])[N:4]([C@H:12]2[CH2:17][CH2:16][C@@H:15]([N:18]3[CH2:23][CH2:22][N:21]([CH3:24])[CH2:20][CH2:19]3)[CH2:14][CH2:13]2)[N:3]=1.[CH3:25][O:26][C:27]1[CH:32]=[C:31](B2OC(C)(C)C(C)(C)O2)[CH:30]=[CH:29][C:28]=1[NH:42][C:43](=[O:49])[O:44][C:45]([CH3:48])([CH3:47])[CH3:46].C(=O)([O-])[O-].[Na+].[Na+].COCCOC. Product: [NH2:11][C:9]1[N:8]=[CH:7][N:6]=[C:5]2[N:4]([C@H:12]3[CH2:17][CH2:16][C@@H:15]([N:18]4[CH2:23][CH2:22][N:21]([CH3:24])[CH2:20][CH2:19]4)[CH2:14][CH2:13]3)[N:3]=[C:2]([C:31]3[CH:30]=[CH:29][C:28]([NH:42][C:43](=[O:49])[O:44][C:45]([CH3:46])([CH3:47])[CH3:48])=[C:27]([O:26][CH3:25])[CH:32]=3)[C:10]=12. The catalyst class is: 6. (5) The catalyst class is: 2. Product: [Cl:1][C:2]1[CH:10]=[CH:9][CH:8]=[C:7]2[C:3]=1[C:4]([C:17]([OH:22])=[O:23])=[CH:5][N:6]2[CH2:11][CH2:12][O:13][CH:14]1[CH2:15][CH2:16]1. Reactant: [Cl:1][C:2]1[CH:10]=[CH:9][CH:8]=[C:7]2[C:3]=1[C:4]([C:17](=[O:22])C(F)(F)F)=[CH:5][N:6]2[CH2:11][CH2:12][O:13][CH:14]1[CH2:16][CH2:15]1.[OH-:23].[Na+].Cl. (6) Reactant: Br[CH2:2][C:3]([C:5]1[CH:10]=[CH:9][C:8]([Br:11])=[CH:7][CH:6]=1)=[O:4].C(N(CC)CC)C.[Cl:19][C:20]1[CH:25]=[C:24]([Cl:26])[CH:23]=[CH:22][C:21]=1[CH2:27][NH:28][CH3:29]. Product: [Br:11][C:8]1[CH:9]=[CH:10][C:5]([C:3](=[O:4])[CH2:2][N:28]([CH2:27][C:21]2[CH:22]=[CH:23][C:24]([Cl:26])=[CH:25][C:20]=2[Cl:19])[CH3:29])=[CH:6][CH:7]=1. The catalyst class is: 12. (7) Reactant: Cl[C:2]1[N:10]=[C:9](Cl)[CH:8]=[CH:7][C:3]=1[C:4]([NH2:6])=[O:5].[O:12]([C:19]1[CH:24]=[CH:23][C:22]([OH:25])=[CH:21][CH:20]=1)[C:13]1[CH:18]=[CH:17][CH:16]=[CH:15][CH:14]=1.CC1(C)C(C)(C)OB([C:34]2[CH2:35][N:36]([C:39]([O:41]C(C)(C)C)=O)[CH2:37][CH:38]=2)O1.[C:47](Cl)(=O)[CH:48]=C.N1C=CCCC1.N1CCCCC1. Product: [C:39]([N:36]1[CH2:35][CH2:34][CH:38]([C:9]2[CH:8]=[CH:7][C:3]([C:4]([NH2:6])=[O:5])=[C:2]([O:25][C:22]3[CH:21]=[CH:20][C:19]([O:12][C:13]4[CH:18]=[CH:17][CH:16]=[CH:15][CH:14]=4)=[CH:24][CH:23]=3)[N:10]=2)[CH2:37]1)(=[O:41])[CH:47]=[CH2:48]. The catalyst class is: 45.